Dataset: Forward reaction prediction with 1.9M reactions from USPTO patents (1976-2016). Task: Predict the product of the given reaction. (1) Given the reactants Cl[C:2]1[C:7]2[C:8]([C:11]3[CH:16]=[CH:15][CH:14]=[CH:13][CH:12]=3)=[CH:9][S:10][C:6]=2[CH:5]=[C:4]([CH3:17])[N:3]=1.[CH2:18]([NH2:25])[C:19]1[CH:24]=[CH:23][CH:22]=[CH:21][CH:20]=1.C(N(CC)CC)C, predict the reaction product. The product is: [CH2:18]([NH:25][C:2]1[C:7]2[C:8]([C:11]3[CH:16]=[CH:15][CH:14]=[CH:13][CH:12]=3)=[CH:9][S:10][C:6]=2[CH:5]=[C:4]([CH3:17])[N:3]=1)[C:19]1[CH:24]=[CH:23][CH:22]=[CH:21][CH:20]=1. (2) Given the reactants [Br:1][C:2]1[CH:3]=[C:4]([CH:9]=[CH:10][C:11]=1[OH:12])[C:5]([O:7][CH3:8])=[O:6].I[CH:14]([CH3:16])[CH3:15].C(=O)([O-])[O-].[K+].[K+], predict the reaction product. The product is: [Br:1][C:2]1[CH:3]=[C:4]([CH:9]=[CH:10][C:11]=1[O:12][CH:14]([CH3:16])[CH3:15])[C:5]([O:7][CH3:8])=[O:6]. (3) Given the reactants Cl[C:2]1[CH:3]=[CH:4][C:5]2[N:6]([CH:8]=[C:9]([C:11]3[CH:16]=[CH:15][C:14]([F:17])=[CH:13][CH:12]=3)[N:10]=2)[N:7]=1.O.[CH3:19][N:20]1[CH2:25][CH2:24][NH:23][CH2:22][CH2:21]1, predict the reaction product. The product is: [F:17][C:14]1[CH:15]=[CH:16][C:11]([C:9]2[N:10]=[C:5]3[CH:4]=[CH:3][C:2]([N:23]4[CH2:24][CH2:25][N:20]([CH3:19])[CH2:21][CH2:22]4)=[N:7][N:6]3[CH:8]=2)=[CH:12][CH:13]=1. (4) Given the reactants [CH2:1]([O:3][C:4](=[O:20])[CH:5]([C:11]1[CH:16]=[CH:15][CH:14]=[C:13]([N+:17]([O-])=O)[CH:12]=1)[CH2:6][CH2:7][CH2:8][CH2:9][CH3:10])[CH3:2].[H][H], predict the reaction product. The product is: [CH2:1]([O:3][C:4](=[O:20])[CH:5]([C:11]1[CH:16]=[CH:15][CH:14]=[C:13]([NH2:17])[CH:12]=1)[CH2:6][CH2:7][CH2:8][CH2:9][CH3:10])[CH3:2]. (5) Given the reactants [C:1]([O:5][C:6](=[O:31])[NH:7][C@H:8]([CH2:27][CH:28]([CH3:30])[CH3:29])[C:9]([NH:11][C:12]1[CH:17]=[C:16]([O:18][CH3:19])[C:15]([CH:20]=[O:21])=[CH:14][C:13]=1[C:22]1[N:23]=[N:24][NH:25][N:26]=1)=[O:10])([CH3:4])([CH3:3])[CH3:2].CC1C=CC(S([CH2:42][N+:43]#[C-:44])(=O)=O)=CC=1.C(=O)([O-])[O-].[K+].[K+], predict the reaction product. The product is: [C:1]([O:5][C:6](=[O:31])[NH:7][C@H:8]([CH2:27][CH:28]([CH3:29])[CH3:30])[C:9]([NH:11][C:12]1[CH:17]=[C:16]([O:18][CH3:19])[C:15]([C:20]2[O:21][CH:44]=[N:43][CH:42]=2)=[CH:14][C:13]=1[C:22]1[N:23]=[N:24][NH:25][N:26]=1)=[O:10])([CH3:4])([CH3:3])[CH3:2]. (6) Given the reactants [Br:1][C:2]1[CH:11]=[C:10]2[C:5]([CH2:6][CH2:7][C:8]3[N:9]2[C:12]([C:20]2[S:21][CH:22]=[CH:23][CH:24]=2)=[N:13][C:14]=3[C:15]([O:17]CC)=[O:16])=[CH:4][C:3]=1[O:25][CH3:26].[OH-].[K+], predict the reaction product. The product is: [Br:1][C:2]1[CH:11]=[C:10]2[C:5]([CH2:6][CH2:7][C:8]3[N:9]2[C:12]([C:20]2[S:21][CH:22]=[CH:23][CH:24]=2)=[N:13][C:14]=3[C:15]([OH:17])=[O:16])=[CH:4][C:3]=1[O:25][CH3:26]. (7) Given the reactants C([O:3][C:4]([C:6]1[N:7]=[C:8]([CH3:19])[O:9][C:10]=1[NH:11][C:12]([O:14][C:15]([CH3:18])([CH3:17])[CH3:16])=[O:13])=[O:5])C.[OH-].[Na+].Cl, predict the reaction product. The product is: [C:15]([O:14][C:12]([NH:11][C:10]1[O:9][C:8]([CH3:19])=[N:7][C:6]=1[C:4]([OH:5])=[O:3])=[O:13])([CH3:18])([CH3:16])[CH3:17].